From a dataset of Catalyst prediction with 721,799 reactions and 888 catalyst types from USPTO. Predict which catalyst facilitates the given reaction. (1) Reactant: CO[C:3]1[C:18](OC)=[CH:17][C:6]2[CH2:7][C:8](=O)[N:9](CCCI)[CH:10]=[CH:11][C:5]=2[CH:4]=1.C(=O)([O-])[O-].[K+].[K+]. Product: [NH:9]1[C:10]2[CH:11]=[CH:5][CH:4]=[CH:3][C:18]=2[CH:17]=[CH:6][CH:7]=[CH:8]1. The catalyst class is: 6. (2) Reactant: [C:1]([C:5]1[N:10]=[C:9]([O:11][C:12]2[C:17]([CH3:18])=[CH:16][C:15]([CH3:19])=[CH:14][C:13]=2[CH3:20])[C:8]([C:21]([NH:23][S:24]([C:27]2[C:28]([O:33]C)=[N:29][CH:30]=[CH:31][CH:32]=2)(=[O:26])=[O:25])=[O:22])=[CH:7][CH:6]=1)([CH3:4])([CH3:3])[CH3:2].Cl. Product: [C:1]([C:5]1[N:10]=[C:9]([O:11][C:12]2[C:13]([CH3:20])=[CH:14][C:15]([CH3:19])=[CH:16][C:17]=2[CH3:18])[C:8]([C:21]([NH:23][S:24]([C:27]2[C:28](=[O:33])[NH:29][CH:30]=[CH:31][CH:32]=2)(=[O:26])=[O:25])=[O:22])=[CH:7][CH:6]=1)([CH3:4])([CH3:2])[CH3:3]. The catalyst class is: 12. (3) Reactant: C1COCC1.[H-].[Al+3].[Li+].[H-].[H-].[H-].C1C=C2C=CC(O)=C(C3C4C(=CC=CC=4)C=CC=3O)C2=CC=1.C(O)C.CN(CCN(C)C)C.[CH3:45][C:46]1[N:51]=[CH:50][C:49]([CH:52]=[CH:53][C:54](=[O:69])[CH2:55][CH2:56][CH2:57][CH2:58][C:59]2[CH:68]=[CH:67][C:66]3[CH2:65][CH2:64][CH2:63][NH:62][C:61]=3[N:60]=2)=[CH:48][N:47]=1. Product: [CH3:45][C:46]1[N:47]=[CH:48][C:49]([CH:52]=[CH:53][C@H:54]([OH:69])[CH2:55][CH2:56][CH2:57][CH2:58][C:59]2[CH:68]=[CH:67][C:66]3[CH2:65][CH2:64][CH2:63][NH:62][C:61]=3[N:60]=2)=[CH:50][N:51]=1. The catalyst class is: 451. (4) Reactant: [OH:1][C:2]1[C:3]([N+:12]([O-])=O)=[C:4]([CH:9]=[CH:10][CH:11]=1)[C:5]([O:7][CH3:8])=[O:6]. Product: [NH2:12][C:3]1[C:2]([OH:1])=[CH:11][CH:10]=[CH:9][C:4]=1[C:5]([O:7][CH3:8])=[O:6]. The catalyst class is: 78. (5) Reactant: [C:1]([OH:6])(=[O:5])[C:2]([CH3:4])=[CH2:3].[CH2:7]=[CH:8][C:9]1C=CC=CC=1.[C:15]([O:20]CC(C)C)(=[O:19])[C:16]([CH3:18])=[CH2:17].[C:25](OCCO)(=O)[C:26](C)=[CH2:27].C1(=O)OCCCCC1. Product: [C:1]([O:6][O:20][C:15](=[O:19])[C:16]1[CH:17]=[CH:27][CH:26]=[CH:25][CH:18]=1)(=[O:5])[C:2]1[CH:4]=[CH:9][CH:8]=[CH:7][CH:3]=1. The catalyst class is: 13. (6) Reactant: Br[C:2]1[N:3]=[C:4]2[CH2:12][CH2:11][CH2:10][N:9]([CH2:13][CH2:14][CH2:15][CH2:16][CH2:17][CH2:18][C:19]([O:21][CH2:22][CH3:23])=[O:20])[C:5]2=[N:6][C:7]=1[Cl:8].[CH3:24][C:25]1[CH:30]=[CH:29][C:28](B2OC(C)(C)C(C)(C)O2)=[CH:27][N:26]=1.C(=O)([O-])[O-].[K+].[K+].N#N. Product: [Cl:8][C:7]1[N:6]=[C:5]2[N:9]([CH2:13][CH2:14][CH2:15][CH2:16][CH2:17][CH2:18][C:19]([O:21][CH2:22][CH3:23])=[O:20])[CH2:10][CH2:11][CH2:12][C:4]2=[N:3][C:2]=1[C:28]1[CH:27]=[N:26][C:25]([CH3:24])=[CH:30][CH:29]=1. The catalyst class is: 203. (7) Reactant: [CH2:1]([O:19][C:20]1[CH:21]=[C:22]([CH:45]2[O:49][CH:48]([CH2:50][O:51][Si](C(C)(C)C)(C3C=CC=CC=3)C3C=CC=CC=3)[CH2:47][O:46]2)[CH:23]=[C:24]([O:26][CH2:27][CH2:28][CH2:29][CH2:30][CH2:31][CH2:32][CH2:33][CH2:34]/[CH:35]=[CH:36]\[CH2:37][CH2:38][CH2:39][CH2:40][CH2:41][CH2:42][CH2:43][CH3:44])[CH:25]=1)[CH2:2][CH2:3][CH2:4][CH2:5][CH2:6][CH2:7][CH2:8]/[CH:9]=[CH:10]\[CH2:11][CH2:12][CH2:13][CH2:14][CH2:15][CH2:16][CH2:17][CH3:18].CCCC[N+](CCCC)(CCCC)CCCC.[F-]. Product: [CH2:1]([O:19][C:20]1[CH:21]=[C:22]([CH:45]2[O:49][CH:48]([CH2:50][OH:51])[CH2:47][O:46]2)[CH:23]=[C:24]([O:26][CH2:27][CH2:28][CH2:29][CH2:30][CH2:31][CH2:32][CH2:33][CH2:34]/[CH:35]=[CH:36]\[CH2:37][CH2:38][CH2:39][CH2:40][CH2:41][CH2:42][CH2:43][CH3:44])[CH:25]=1)[CH2:2][CH2:3][CH2:4][CH2:5][CH2:6][CH2:7][CH2:8]/[CH:9]=[CH:10]\[CH2:11][CH2:12][CH2:13][CH2:14][CH2:15][CH2:16][CH2:17][CH3:18]. The catalyst class is: 1.